Dataset: Forward reaction prediction with 1.9M reactions from USPTO patents (1976-2016). Task: Predict the product of the given reaction. (1) Given the reactants [F:8][C:7]([F:10])([F:9])[C:6](O[C:6](=[O:11])[C:7]([F:10])([F:9])[F:8])=[O:11].[NH2:14][C@H:15]1[C:23]2[C:18](=[CH:19][CH:20]=[CH:21][CH:22]=2)[CH2:17][CH2:16]1.[OH-].[K+], predict the reaction product. The product is: [F:10][C:7]([F:8])([F:9])[C:6]([NH:14][C@H:15]1[C:23]2[C:18](=[CH:19][CH:20]=[CH:21][CH:22]=2)[CH2:17][CH2:16]1)=[O:11]. (2) Given the reactants [CH3:1][O:2][C:3]1[CH:26]=[CH:25][C:6]([CH2:7][N:8]2[C:16]3[C:11](=[CH:12][C:13](/[CH:17]=[C:18]4/[C:19](=[O:24])[NH:20][C:21](=[O:23])[S:22]/4)=[CH:14][CH:15]=3)[CH:10]=[N:9]2)=[C:5]([C:27]([F:30])([F:29])[F:28])[CH:4]=1.Br[CH2:32][CH2:33]Cl.[CH3:35][C@H:36]1[O:41][C@@H:40]([CH3:42])[CH2:39][NH:38][CH2:37]1, predict the reaction product. The product is: [CH3:42][C@H:40]1[O:41][C@@H:36]([CH3:35])[CH2:37][N:38]([CH2:32][CH2:33][N:20]2[C:19](=[O:24])/[C:18](=[CH:17]/[C:13]3[CH:12]=[C:11]4[C:16](=[CH:15][CH:14]=3)[N:8]([CH2:7][C:6]3[CH:25]=[CH:26][C:3]([O:2][CH3:1])=[CH:4][C:5]=3[C:27]([F:30])([F:29])[F:28])[N:9]=[CH:10]4)/[S:22][C:21]2=[O:23])[CH2:39]1.